Predict the reactants needed to synthesize the given product. From a dataset of Full USPTO retrosynthesis dataset with 1.9M reactions from patents (1976-2016). (1) Given the product [NH2:34][CH2:33][CH2:32][O:31][CH2:30][CH2:29][O:28][CH2:27][CH2:26][O:25][CH2:24][CH2:23][CH2:22][O:21][C:20]1[CH:19]=[CH:18][C:17]([N:11]2[C:12]([CH3:16])([CH3:15])[C:13](=[O:14])[N:9]([C:6]3[CH:7]=[CH:8][C:3]([C:1]#[N:2])=[C:4]([C:45]([F:46])([F:48])[F:47])[CH:5]=3)[C:10]2=[S:44])=[CH:43][CH:42]=1, predict the reactants needed to synthesize it. The reactants are: [C:1]([C:3]1[CH:8]=[CH:7][C:6]([N:9]2[C:13](=[O:14])[C:12]([CH3:16])([CH3:15])[N:11]([C:17]3[CH:43]=[CH:42][C:20]([O:21][CH2:22][CH2:23][CH2:24][O:25][CH2:26][CH2:27][O:28][CH2:29][CH2:30][O:31][CH2:32][CH2:33][NH:34]C(=O)OC(C)(C)C)=[CH:19][CH:18]=3)[C:10]2=[S:44])=[CH:5][C:4]=1[C:45]([F:48])([F:47])[F:46])#[N:2]. (2) Given the product [CH3:1][O:2][C:3](=[O:21])[CH2:4][CH2:5][C:6]1[CH:20]=[CH:19][C:9]([C:10]([NH:12][CH2:13][C@@H:14]([C:16]([O:18][C:6]([CH3:20])([CH3:7])[CH3:5])=[O:17])[NH2:15])=[O:11])=[CH:8][CH:7]=1, predict the reactants needed to synthesize it. The reactants are: [CH3:1][O:2][C:3](=[O:21])[CH2:4][CH2:5][C:6]1[CH:20]=[CH:19][C:9]([C:10]([NH:12][CH2:13][C@@H:14]([C:16]([O-:18])=[O:17])[NH2:15])=[O:11])=[CH:8][CH:7]=1. (3) Given the product [Cl:1][C:2]1[N:10]([CH2:11][CH:12]=[CH2:13])[C:9]2[C:8](=[O:14])[N:7]([CH2:15][CH2:16][CH2:17][CH2:18][N:39]3[CH2:43][CH2:42][CH:41]([CH2:44][C:45]4[CH:50]=[CH:49][CH:48]=[CH:47][CH:46]=4)[C:40]3=[O:51])[C:6](=[O:28])[N:5]([CH2:29][CH2:30][CH2:31][CH2:32][CH3:33])[C:4]=2[N:3]=1, predict the reactants needed to synthesize it. The reactants are: [Cl:1][C:2]1[N:10]([CH2:11][CH:12]=[CH2:13])[C:9]2[C:8](=[O:14])[N:7]([CH2:15][CH:16](O)[CH2:17][CH2:18]CCC3C=CC=CC=3)[C:6](=[O:28])[N:5]([CH2:29][CH2:30][CH2:31][CH2:32][CH3:33])[C:4]=2[N:3]=1.BrCCCC[N:39]1[CH2:43][CH2:42][CH:41]([CH2:44][C:45]2[CH:50]=[CH:49][CH:48]=[CH:47][CH:46]=2)[C:40]1=[O:51].C(=O)([O-])[O-].[K+].[K+].